Dataset: Forward reaction prediction with 1.9M reactions from USPTO patents (1976-2016). Task: Predict the product of the given reaction. (1) Given the reactants [CH2:1]([N:8]([CH2:24][C:25]([N:27]([C:36]1[CH:37]=[CH:38][C:39]([OH:46])=[C:40]([CH:45]=1)[C:41]([O:43]C)=[O:42])[CH2:28][C:29]1[CH:34]=[CH:33][C:32]([Cl:35])=[CH:31][CH:30]=1)=[O:26])[S:9]([C:12]1[CH:17]=[CH:16][C:15]([C:18]2[CH:23]=[CH:22][CH:21]=[CH:20][CH:19]=2)=[CH:14][CH:13]=1)(=[O:11])=[O:10])[C:2]1[CH:7]=[CH:6][CH:5]=[CH:4][CH:3]=1.C(N(C1C=CC(O)=C(C=1)C(O)=O)C(=O)CN(CC1C=CC=CC=1)S(C1C=CC(C)=CC=1)(=O)=O)C1C=CC=CC=1.C(#N)C, predict the reaction product. The product is: [CH2:1]([N:8]([CH2:24][C:25]([N:27]([C:36]1[CH:37]=[CH:38][C:39]([OH:46])=[C:40]([CH:45]=1)[C:41]([OH:43])=[O:42])[CH2:28][C:29]1[CH:34]=[CH:33][C:32]([Cl:35])=[CH:31][CH:30]=1)=[O:26])[S:9]([C:12]1[CH:13]=[CH:14][C:15]([C:18]2[CH:19]=[CH:20][CH:21]=[CH:22][CH:23]=2)=[CH:16][CH:17]=1)(=[O:11])=[O:10])[C:2]1[CH:3]=[CH:4][CH:5]=[CH:6][CH:7]=1. (2) Given the reactants Br[C:2]1[CH:7]=[CH:6][C:5]([O:8][CH2:9][CH2:10][CH3:11])=[CH:4][C:3]=1[C:12]([F:15])([F:14])[F:13].C([O-])(=O)C.[K+].[CH3:21][C:22]1([CH3:38])[C:26]([CH3:28])([CH3:27])[O:25][B:24]([B:24]2[O:25][C:26]([CH3:28])([CH3:27])[C:22]([CH3:38])([CH3:21])[O:23]2)[O:23]1, predict the reaction product. The product is: [CH3:21][C:22]1([CH3:38])[C:26]([CH3:28])([CH3:27])[O:25][B:24]([C:2]2[CH:7]=[CH:6][C:5]([O:8][CH2:9][CH2:10][CH3:11])=[CH:4][C:3]=2[C:12]([F:15])([F:14])[F:13])[O:23]1. (3) Given the reactants [S:1]([C:10]1[CH:15]=[CH:14][C:13]([OH:16])=[CH:12][CH:11]=1)([C:3]1[CH:8]=[CH:7][C:6]([OH:9])=[CH:5][CH:4]=1)=[O:2].[C:17](=[O:20])([O-])[O-].[K+].[K+].Br[CH2:24][CH2:25][O:26][CH2:27][CH2:28][O:29][CH3:30], predict the reaction product. The product is: [S:1]([C:10]1[CH:15]=[CH:14][C:13]([O:16][CH2:24][CH2:25][O:26][CH2:27][CH2:28][O:20][CH3:17])=[CH:12][CH:11]=1)([C:3]1[CH:8]=[CH:7][C:6]([O:9][CH2:24][CH2:25][O:26][CH2:27][CH2:28][O:29][CH3:30])=[CH:5][CH:4]=1)=[O:2]. (4) Given the reactants [O:1]([C:8]1[CH:15]=[CH:14][C:11]([CH2:12][NH2:13])=[CH:10][CH:9]=1)[C:2]1[CH:7]=[CH:6][CH:5]=[CH:4][CH:3]=1.Cl[CH2:17][C:18]1[N:19]=[C:20]([C:23]2[CH:31]=[CH:30][C:26]([C:27](Cl)=[O:28])=[CH:25][CH:24]=2)[S:21][CH:22]=1.[C:32]1([CH2:38][CH2:39][C:40](Cl)=[O:41])[CH:37]=[CH:36][CH:35]=[CH:34][CH:33]=1.C[O:44][C:45](=[O:56])[CH2:46][O:47][C:48]1[CH:53]=[CH:52][C:51]([CH2:54][NH2:55])=[CH:50][CH:49]=1, predict the reaction product. The product is: [O:1]([C:8]1[CH:9]=[CH:10][C:11]([CH2:12][NH:13][C:27]([C:26]2[CH:30]=[CH:31][C:23]([C:20]3[S:21][CH:22]=[C:18]([CH2:17][N:55]([CH2:54][C:51]4[CH:52]=[CH:53][C:48]([O:47][CH2:46][C:45]([OH:56])=[O:44])=[CH:49][CH:50]=4)[C:40](=[O:41])[CH2:39][CH2:38][C:32]4[CH:37]=[CH:36][CH:35]=[CH:34][CH:33]=4)[N:19]=3)=[CH:24][CH:25]=2)=[O:28])=[CH:14][CH:15]=1)[C:2]1[CH:3]=[CH:4][CH:5]=[CH:6][CH:7]=1. (5) Given the reactants [CH:1]1([CH:4]=O)[CH2:3][CH2:2]1.[NH2:6][C:7]1[CH:17]=[CH:16][C:10]([C:11]([O:13][CH2:14][CH3:15])=[O:12])=[CH:9][CH:8]=1.[CH:18](/[NH:21][C:22](=[O:31])[O:23][CH2:24][C:25]1[CH:30]=[CH:29][CH:28]=[CH:27][CH:26]=1)=[CH:19]\[CH3:20], predict the reaction product. The product is: [CH2:24]([O:23][C:22]([NH:21][C@H:18]1[C:8]2[C:7](=[CH:17][CH:16]=[C:10]([C:11]([O:13][CH2:14][CH3:15])=[O:12])[CH:9]=2)[NH:6][C@@H:4]([CH:1]2[CH2:2][CH2:3]2)[C@@H:19]1[CH3:20])=[O:31])[C:25]1[CH:30]=[CH:29][CH:28]=[CH:27][CH:26]=1.